From a dataset of Full USPTO retrosynthesis dataset with 1.9M reactions from patents (1976-2016). Predict the reactants needed to synthesize the given product. (1) Given the product [Cl:12][C:13]1[CH:14]=[C:15]([CH2:16][OH:17])[CH:18]=[C:19]([Cl:22])[C:20]=1[C:3]1[CH:4]=[CH:5][C:6]([F:8])=[CH:7][C:2]=1[F:1], predict the reactants needed to synthesize it. The reactants are: [F:1][C:2]1[CH:7]=[C:6]([F:8])[CH:5]=[CH:4][C:3]=1B(O)O.[Cl:12][C:13]1[CH:14]=[C:15]([CH:18]=[C:19]([Cl:22])[C:20]=1I)[CH2:16][OH:17].ClC1C=C(C=C(Cl)C=1)CO. (2) Given the product [F:53][C:50]1[CH:49]=[CH:48][C:47]([C:40]2[CH:41]=[C:42]([C:44]([N:68]3[CH2:69][CH2:70][C:65]4([CH2:64][C:63](=[O:75])[C:62]5[C:72](=[CH:73][CH:74]=[C:60]([C:59]6[NH:58][N:57]=[N:56][N:55]=6)[CH:61]=5)[O:71]4)[CH2:66][CH2:67]3)=[O:46])[CH:43]=[C:38]([C:35]3[CH:34]=[CH:33][C:32]([F:31])=[CH:37][CH:36]=3)[N:39]=2)=[CH:52][CH:51]=1, predict the reactants needed to synthesize it. The reactants are: C(N(CC)CC)C.O.ON1C2C=CC=CC=2N=N1.Cl.CN(C)CCCN=C=NCC.[F:31][C:32]1[CH:37]=[CH:36][C:35]([C:38]2[CH:43]=[C:42]([C:44]([OH:46])=O)[CH:41]=[C:40]([C:47]3[CH:52]=[CH:51][C:50]([F:53])=[CH:49][CH:48]=3)[N:39]=2)=[CH:34][CH:33]=1.Cl.[NH:55]1[C:59]([C:60]2[CH:61]=[C:62]3[C:72](=[CH:73][CH:74]=2)[O:71][C:65]2([CH2:70][CH2:69][NH:68][CH2:67][CH2:66]2)[CH2:64][C:63]3=[O:75])=[N:58][N:57]=[N:56]1. (3) Given the product [CH3:4][C:3]([OH:5])([CH3:6])[CH2:2][NH:1][C:8]1[CH:9]=[CH:10][C:11]2[N:12]([C:14]([C:17]3[CH:22]=[CH:21][CH:20]=[C:19]([O:23][C:24]([F:25])([F:27])[F:26])[CH:18]=3)=[CH:15][N:16]=2)[N:13]=1, predict the reactants needed to synthesize it. The reactants are: [NH2:1][CH2:2][C:3]([CH3:6])([OH:5])[CH3:4].Cl[C:8]1[CH:9]=[CH:10][C:11]2[N:12]([C:14]([C:17]3[CH:22]=[CH:21][CH:20]=[C:19]([O:23][C:24]([F:27])([F:26])[F:25])[CH:18]=3)=[CH:15][N:16]=2)[N:13]=1.CCN(C(C)C)C(C)C.[F-].[Cs+]. (4) The reactants are: C[O:2][C:3]([C:5]1([NH:18][S:19]([C:22]2[CH:27]=[CH:26][C:25]([C:28]3[CH:33]=[CH:32][C:31]([O:34][CH3:35])=[CH:30][CH:29]=3)=[CH:24][CH:23]=2)(=[O:21])=[O:20])[CH2:10][CH2:9][N:8]([C:11]([O:13][C:14]([CH3:17])([CH3:16])[CH3:15])=[O:12])[CH2:7][CH2:6]1)=[O:4].COC(C1(N)CCN(C(OC(C)(C)C)=O)CC1)=O.C(N(CC)CC)C.COC1C=C(S(Cl)(=O)=O)C(C2C=CC=CC=2)=CC=1. Given the product [C:14]([O:13][C:11]([N:8]1[CH2:9][CH2:10][C:5]([NH:18][S:19]([C:22]2[CH:27]=[CH:26][C:25]([C:28]3[CH:29]=[CH:30][C:31]([O:34][CH3:35])=[CH:32][CH:33]=3)=[CH:24][CH:23]=2)(=[O:21])=[O:20])([C:3]([OH:4])=[O:2])[CH2:6][CH2:7]1)=[O:12])([CH3:17])([CH3:16])[CH3:15], predict the reactants needed to synthesize it. (5) Given the product [CH3:19][O:18][C:13]1[CH:14]=[CH:15][CH:16]=[CH:17][C:12]=1[CH2:11][N:8]1[CH:9]=[CH:10][C:6]([C:4]([OH:5])=[O:3])=[C:7]1[C:20]1[CH:21]=[CH:22][CH:23]=[CH:24][CH:25]=1, predict the reactants needed to synthesize it. The reactants are: C([O:3][C:4]([C:6]1[CH:10]=[CH:9][N:8]([CH2:11][C:12]2[CH:17]=[CH:16][CH:15]=[CH:14][C:13]=2[O:18][CH3:19])[C:7]=1[C:20]1[CH:25]=[CH:24][CH:23]=[CH:22][CH:21]=1)=[O:5])C.[OH-].[Li+].